This data is from Forward reaction prediction with 1.9M reactions from USPTO patents (1976-2016). The task is: Predict the product of the given reaction. (1) The product is: [CH3:1][N:2]1[C:10]2[C:5](=[CH:6][CH:7]=[C:8]([NH2:11])[CH:9]=2)[CH:4]=[CH:3]1. Given the reactants [CH3:1][N:2]1[C:10]2[C:5](=[CH:6][CH:7]=[C:8]([N+:11]([O-])=O)[CH:9]=2)[CH:4]=[CH:3]1.[Cl-].[NH4+], predict the reaction product. (2) Given the reactants Cl[C:2]1[C:21]([C:22]2[NH:26][N:25]=[CH:24][CH:23]=2)=[CH:20][C:5]([C:6]([NH:8][C:9]2[CH:14]=[CH:13][C:12]([O:15][C:16]([Cl:19])([F:18])[F:17])=[CH:11][CH:10]=2)=[O:7])=[CH:4][N:3]=1.Cl.Cl.[NH2:29][CH2:30][C@H:31]1[CH2:35][NH:34][CH2:33][C@H:32]1[OH:36], predict the reaction product. The product is: [NH2:29][CH2:30][C@H:31]1[C@@H:32]([OH:36])[CH2:33][N:34]([C:2]2[C:21]([C:22]3[NH:26][N:25]=[CH:24][CH:23]=3)=[CH:20][C:5]([C:6]([NH:8][C:9]3[CH:10]=[CH:11][C:12]([O:15][C:16]([Cl:19])([F:18])[F:17])=[CH:13][CH:14]=3)=[O:7])=[CH:4][N:3]=2)[CH2:35]1. (3) Given the reactants [Li][CH2:2][CH2:3][CH2:4][CH3:5].B(F)(F)F.CCO[CH2:13][CH3:14].[O:15]1[C@H:17]([C@@H:18]([O:21][S:22]([C:25]2[CH:31]=[CH:30][C:28]([CH3:29])=[CH:27][CH:26]=2)(=[O:24])=[O:23])[CH2:19][CH3:20])[CH2:16]1, predict the reaction product. The product is: [OH:15][C@@H:17]([CH2:16][C:5]#[C:4][CH2:3][C:2]#[C:30][CH2:31][CH2:25][CH2:26][CH2:27][CH2:28][CH2:13][CH3:14])[C@@H:18]([O:21][S:22]([C:25]1[CH:31]=[CH:30][C:28]([CH3:29])=[CH:27][CH:26]=1)(=[O:24])=[O:23])[CH2:19][CH3:20]. (4) Given the reactants [F:1][C:2]([F:13])([F:12])[CH:3]1[NH:8][CH:7]=[C:6]([C:9]([O-:11])=[O:10])[CH2:5][CH2:4]1.[SiH](CC)(CC)[CH2:15]C, predict the reaction product. The product is: [F:13][C:2]([F:12])([F:1])[CH:3]1[NH:8][CH2:7][CH:6]([C:9]([O:11][CH3:15])=[O:10])[CH2:5][CH2:4]1. (5) Given the reactants C(OC1C(=O)C=[CH:12][N:11](CC(F)(F)F)[CH:10]=1)C1C=CC=CC=1.Cl.Cl[CH:23]([C:28]1[C:29](=[O:37])[C:30]([OH:36])=[C:31]([CH3:35])[N:32]([CH3:34])[CH:33]=1)[C:24]([F:27])([F:26])[F:25].CNC.O, predict the reaction product. The product is: [CH3:10][N:11]([CH3:12])[CH:23]([C:28]1[C:29](=[O:37])[C:30]([OH:36])=[C:31]([CH3:35])[N:32]([CH3:34])[CH:33]=1)[C:24]([F:27])([F:26])[F:25]. (6) Given the reactants C([Li])CCC.[Cl:6][C:7]1[CH:8]=[C:9]([C:15]2[CH:20]=[CH:19][CH:18]=[CH:17][CH:16]=2)[CH:10]=[CH:11][C:12]=1[C:13]#[CH:14].[C:21](=[O:23])=[O:22], predict the reaction product. The product is: [Cl:6][C:7]1[CH:8]=[C:9]([C:15]2[CH:16]=[CH:17][CH:18]=[CH:19][CH:20]=2)[CH:10]=[CH:11][C:12]=1[C:13]#[C:14][C:21]([OH:23])=[O:22]. (7) Given the reactants [CH2:1]([NH:8][CH2:9][C@H:10]1[CH2:15][O:14][C:13]2[CH:16]=[CH:17][C:18]([N+:24]([O-])=O)=[C:19]([CH2:20][C:21](O)=[O:22])[C:12]=2[O:11]1)[C:2]1[CH:7]=[CH:6][CH:5]=[CH:4][CH:3]=1.Cl.CO.[OH-].[Na+], predict the reaction product. The product is: [CH2:1]([NH:8][CH2:9][C@@H:10]1[O:11][C:12]2=[C:19]3[C:18](=[CH:17][CH:16]=[C:13]2[O:14][CH2:15]1)[NH:24][C:21](=[O:22])[CH2:20]3)[C:2]1[CH:7]=[CH:6][CH:5]=[CH:4][CH:3]=1. (8) Given the reactants C([N:3]([C:31](=O)[C:32]1[CH:37]=[CH:36][C:35](O)=[CH:34]C=1)[C:4]1[CH:9]=[C:8]([O:10][CH3:11])[C:7]([O:12][CH3:13])=[CH:6][C:5]=1[C:14]1[CH:15]=[C:16]2[C:21](=[CH:22][CH:23]=1)[CH2:20][C@H:19]([O:24]C(=O)C(C)(C)C)[CH2:18][CH2:17]2)C.Cl[CH2:41][C:42]([N:44]([CH3:46])[CH3:45])=O, predict the reaction product. The product is: [CH3:45][N:44]([CH3:46])[CH2:42][CH2:41][O:10][C:8]1[CH:7]=[CH:6][C:36]([CH2:37][CH2:32][CH2:31][NH:3][C:4]2[CH:9]=[C:8]([O:10][CH3:11])[C:7]([O:12][CH3:13])=[CH:6][C:5]=2[C@@H:14]2[CH2:23][CH2:22][C:21]3[CH:20]=[C:19]([OH:24])[CH:18]=[CH:17][C:16]=3[CH2:15]2)=[CH:35][CH:34]=1. (9) The product is: [Br:1][C:2]1[CH:3]=[C:4]([F:13])[CH:5]=[C:6]2[C:11]=1[N:10]=[C:9]([Cl:16])[N:8]=[CH:7]2. Given the reactants [Br:1][C:2]1[CH:3]=[C:4]([F:13])[CH:5]=[C:6]2[C:11]=1[N:10]=[C:9](O)[N:8]=[CH:7]2.P(Cl)(Cl)([Cl:16])=O, predict the reaction product. (10) Given the reactants [CH2:1]([C@@H:8]1[NH:13][CH2:12][CH2:11][N:10]([CH2:14][C:15]2[CH:20]=[CH:19][C:18](Br)=[CH:17][CH:16]=2)[CH2:9]1)[C:2]1[CH:7]=[CH:6][CH:5]=[CH:4][CH:3]=1.[CH3:22][C:23]1[CH:28]=[CH:27][C:26]([CH3:29])=[CH:25][C:24]=1B(O)O.C(=O)([O-])[O-].[Na+].[Na+].C1(C)C=CC=CC=1, predict the reaction product. The product is: [CH2:1]([C@@H:8]1[NH:13][CH2:12][CH2:11][N:10]([CH2:14][C:15]2[CH:20]=[CH:19][C:18]([C:24]3[CH:25]=[C:26]([CH3:29])[CH:27]=[CH:28][C:23]=3[CH3:22])=[CH:17][CH:16]=2)[CH2:9]1)[C:2]1[CH:7]=[CH:6][CH:5]=[CH:4][CH:3]=1.